The task is: Predict which catalyst facilitates the given reaction.. This data is from Catalyst prediction with 721,799 reactions and 888 catalyst types from USPTO. (1) Reactant: [NH2:1][C:2]1[C:3]([C:12]([O:14]C)=[O:13])=[N:4][C:5]([O:9][CH2:10][CH3:11])=[CH:6][C:7]=1[Cl:8].[OH-].[Na+]. Product: [NH2:1][C:2]1[C:3]([C:12]([OH:14])=[O:13])=[N:4][C:5]([O:9][CH2:10][CH3:11])=[CH:6][C:7]=1[Cl:8]. The catalyst class is: 5. (2) Reactant: Cl.[NH:2]1[CH2:6][CH2:5][CH2:4][CH:3]1[CH2:7][C:8]([OH:10])=[O:9].[OH-].[Na+].[CH2:13]([O:20][C:21](Cl)=[O:22])[C:14]1[CH:19]=[CH:18][CH:17]=[CH:16][CH:15]=1.Cl. Product: [CH2:13]([O:20][C:21]([N:2]1[CH2:6][CH2:5][CH2:4][CH:3]1[CH2:7][C:8]([OH:10])=[O:9])=[O:22])[C:14]1[CH:19]=[CH:18][CH:17]=[CH:16][CH:15]=1. The catalyst class is: 72.